Dataset: Forward reaction prediction with 1.9M reactions from USPTO patents (1976-2016). Task: Predict the product of the given reaction. (1) Given the reactants Br[C:2]1[S:6][C:5]([S:7]([NH2:10])(=[O:9])=[O:8])=[CH:4][CH:3]=1.[CH3:11][C:12]1([CH3:26])[C:17]2[CH:18]=[C:19](B(O)O)[CH:20]=[CH:21][C:16]=2[NH:15][C:14](=[O:25])[O:13]1, predict the reaction product. The product is: [CH3:11][C:12]1([CH3:26])[O:13][C:14](=[O:25])[NH:15][C:16]2[CH:21]=[CH:20][C:19]([C:2]3[S:6][C:5]([S:7]([NH2:10])(=[O:9])=[O:8])=[CH:4][CH:3]=3)=[CH:18][C:17]1=2. (2) The product is: [CH2:1]1[CH2:2][CH2:3][CH:4]([C@@H:7]([NH2:11])[C:8]([OH:10])=[O:9])[CH2:5][CH2:6]1. Given the reactants [CH:1]1[CH:6]=[CH:5][C:4]([C@@H:7]([NH2:11])[C:8]([OH:10])=[O:9])=[CH:3][CH:2]=1.O.Cl, predict the reaction product. (3) The product is: [N+:15]([C:12]1[CH:11]=[CH:10][C:9]([P:4](=[O:3])([OH:5])[OH:8])=[CH:14][CH:13]=1)([O-:17])=[O:16]. Given the reactants C([O:3][P:4]([C:9]1[CH:14]=[CH:13][C:12]([N+:15]([O-:17])=[O:16])=[CH:11][CH:10]=1)(=[O:8])[O:5]CC)C, predict the reaction product. (4) Given the reactants C([N-:4]C(C)C)(C)C.[Li+].[C:9]1(=[O:15])[CH2:14][CH2:13][CH2:12][CH2:11][CH2:10]1.[NH4+].[Cl-].[CH3:18][CH2:19][CH2:20][CH2:21][CH2:22]C.[CH2:24]1[CH2:28][O:27][CH2:26][CH2:25]1, predict the reaction product. The product is: [C:22]([CH:21]([C:20]1[CH:25]=[CH:24][C:28]([O:27][CH3:26])=[CH:18][CH:19]=1)[C:9]1([OH:15])[CH2:14][CH2:13][CH2:12][CH2:11][CH2:10]1)#[N:4]. (5) Given the reactants C(OC([N:8]1[CH2:12][C@@H:11]([CH2:13][N:14]([CH:31]([CH3:33])[CH3:32])[C:15](=[O:30])[C:16]2[CH:21]=[CH:20][C:19]([O:22][CH3:23])=[C:18]([O:24][CH2:25][CH2:26][CH2:27][O:28][CH3:29])[CH:17]=2)[C@H:10]([OH:34])[CH2:9]1)=O)(C)(C)C.Br[CH2:36][C:37]1[CH:38]=[C:39]([N:43]2[CH:47]=[CH:46][CH:45]=[CH:44]2)[CH:40]=[CH:41][CH:42]=1.CC#N.O.CC#N, predict the reaction product. The product is: [CH:31]([N:14]([CH2:13][C@H:11]1[C@H:10]([O:34][CH2:36][C:37]2[CH:42]=[CH:41][CH:40]=[C:39]([N:43]3[CH:47]=[CH:46][CH:45]=[CH:44]3)[CH:38]=2)[CH2:9][NH:8][CH2:12]1)[C:15](=[O:30])[C:16]1[CH:21]=[CH:20][C:19]([O:22][CH3:23])=[C:18]([O:24][CH2:25][CH2:26][CH2:27][O:28][CH3:29])[CH:17]=1)([CH3:32])[CH3:33]. (6) Given the reactants [C:1]([O:5][C:6](=[O:26])[NH:7][CH:8]([C:18]1[CH:23]=[CH:22][C:21]([Cl:24])=[C:20]([Cl:25])[CH:19]=1)[C:9]([C:11]1[CH:16]=[CH:15][C:14](I)=[CH:13][CH:12]=1)=[O:10])([CH3:4])([CH3:3])[CH3:2].[N+:27]([C:30]1[CH:31]=[C:32](B(O)O)[CH:33]=[CH:34][CH:35]=1)([O-:29])=[O:28], predict the reaction product. The product is: [C:1]([O:5][C:6](=[O:26])[NH:7][CH:8]([C:18]1[CH:23]=[CH:22][C:21]([Cl:24])=[C:20]([Cl:25])[CH:19]=1)[C:9]([C:11]1[CH:16]=[CH:15][C:14]([C:34]2[CH:33]=[CH:32][CH:31]=[C:30]([N+:27]([O-:29])=[O:28])[CH:35]=2)=[CH:13][CH:12]=1)=[O:10])([CH3:4])([CH3:3])[CH3:2]. (7) Given the reactants [NH2:1][CH:2]1[CH2:7][CH2:6][N:5]([CH2:8][CH2:9][N:10]2[C:15]3[CH:16]=[C:17]([Cl:20])[CH:18]=[CH:19][C:14]=3[O:13][CH2:12][C:11]2=[O:21])[CH2:4][CH2:3]1.[O:22]=[C:23]1[CH2:28][O:27][C:26]2[CH:29]=[CH:30][C:31]([CH:33]=O)=[N:32][C:25]=2[NH:24]1.C([BH3-])#N.[Na+], predict the reaction product. The product is: [Cl:20][C:17]1[CH:18]=[CH:19][C:14]2[O:13][CH2:12][C:11](=[O:21])[N:10]([CH2:9][CH2:8][N:5]3[CH2:4][CH2:3][CH:2]([NH:1][CH2:33][C:31]4[CH:30]=[CH:29][C:26]5[O:27][CH2:28][C:23](=[O:22])[NH:24][C:25]=5[N:32]=4)[CH2:7][CH2:6]3)[C:15]=2[CH:16]=1. (8) Given the reactants [CH3:1][O:2][C:3]1[CH:4]=[CH:5][C:6]2[O:10][C:9]([C:11](OC)=[O:12])=[C:8]([CH3:15])[C:7]=2[CH:16]=1.[H-].[Al+3].[Li+].[H-].[H-].[H-].O, predict the reaction product. The product is: [CH3:1][O:2][C:3]1[CH:4]=[CH:5][C:6]2[O:10][C:9]([CH:11]=[O:12])=[C:8]([CH3:15])[C:7]=2[CH:16]=1. (9) Given the reactants C1(C)C=CC=CC=1.[CH2:8]([O:15][C:16]1[C:23]([Br:24])=[CH:22][C:19]([CH:20]=[O:21])=[C:18]([CH3:25])[CH:17]=1)[C:9]1[CH:14]=[CH:13][CH:12]=[CH:11][CH:10]=1.[CH2:26](O)[CH2:27][OH:28].O.C1(C)C=CC(S(O)(=O)=O)=CC=1, predict the reaction product. The product is: [CH2:8]([O:15][C:16]1[C:23]([Br:24])=[CH:22][C:19]([CH:20]2[O:28][CH2:27][CH2:26][O:21]2)=[C:18]([CH3:25])[CH:17]=1)[C:9]1[CH:10]=[CH:11][CH:12]=[CH:13][CH:14]=1. (10) Given the reactants N(C(OCC)=O)=NC(OCC)=O.C1(C)C=CC=CC=1.[CH3:20][N:21]([C@@H:29]([CH3:45])[C:30](=[O:44])[NH:31][C@H:32]1[CH2:38][O:37][C:36]2[CH:39]=[CH:40][CH:41]=[CH:42][C:35]=2[NH:34][C:33]1=[O:43])[C:22](=[O:28])[O:23][C:24]([CH3:27])([CH3:26])[CH3:25].[Cl:46][C:47]1[N:48]([C:58]2[CH:65]=[CH:64][CH:63]=[CH:62][C:59]=2[C:60]#[N:61])[C:49]2[C:54]([C:55]=1[CH2:56]O)=[CH:53][CH:52]=[CH:51][CH:50]=2.C1C=CC(P(C2C=CC=CC=2)C2C=CC=CC=2)=CC=1, predict the reaction product. The product is: [Cl:46][C:47]1[N:48]([C:58]2[CH:65]=[CH:64][CH:63]=[CH:62][C:59]=2[C:60]#[N:61])[C:49]2[C:54]([C:55]=1[CH2:56][N:34]1[C:33](=[O:43])[C@@H:32]([NH:31][C:30](=[O:44])[C@@H:29]([N:21]([CH3:20])[C:22](=[O:28])[O:23][C:24]([CH3:27])([CH3:25])[CH3:26])[CH3:45])[CH2:38][O:37][C:36]3[CH:39]=[CH:40][CH:41]=[CH:42][C:35]1=3)=[CH:53][CH:52]=[CH:51][CH:50]=2.